Dataset: Reaction yield outcomes from USPTO patents with 853,638 reactions. Task: Predict the reaction yield, written as a fraction of the theoretical maximum amount of product (1.0 means a 100% yield; for example, 0.34 means a 34% yield). (1) The reactants are [I:1][C:2]1[CH:28]=[CH:27][C:5]([NH:6][CH:7]([C:9]2[CH:14]=[CH:13][C:12]([O:15][CH2:16][C:17]3[CH:18]=[N:19][C:20]([O:23][CH3:24])=[CH:21][CH:22]=3)=[C:11]([O:25][CH3:26])[CH:10]=2)[CH3:8])=[C:4]([N+:29]([O-])=O)[CH:3]=1.[Cl-].[NH4+].CO.O. The catalyst is O1CCCC1.O.O.O.O.O.O.O.S([O-])([O-])(=O)=O.[Fe+2].[Zn]. The product is [I:1][C:2]1[CH:3]=[C:4]([NH2:29])[C:5]([NH:6][CH:7]([C:9]2[CH:14]=[CH:13][C:12]([O:15][CH2:16][C:17]3[CH:18]=[N:19][C:20]([O:23][CH3:24])=[CH:21][CH:22]=3)=[C:11]([O:25][CH3:26])[CH:10]=2)[CH3:8])=[CH:27][CH:28]=1. The yield is 0.680. (2) The reactants are Br[C:2]1[CH:7]=[C:6]([CH2:8][N:9]2[C:17](=[O:18])[C:16]3[C:11](=[CH:12][CH:13]=[CH:14][CH:15]=3)[C:10]2=[O:19])[C:5]([F:20])=[CH:4][N:3]=1.Cl.[F:22][C:23]1([F:34])[CH:28]([O:29][C:30]([F:33])([F:32])[F:31])[CH2:27][CH2:26][NH:25][CH2:24]1.C(Cl)(Cl)Cl.COC1C=CC=C(OC)C=1C1C=CC=CC=1P(C1CCCCC1)C1CCCCC1.C([O-])([O-])=O.[Cs+].[Cs+]. The catalyst is C1(C)C=CC=CC=1.C1C=CC(/C=C/C(/C=C/C2C=CC=CC=2)=O)=CC=1.C1C=CC(/C=C/C(/C=C/C2C=CC=CC=2)=O)=CC=1.C1C=CC(/C=C/C(/C=C/C2C=CC=CC=2)=O)=CC=1.[Pd].[Pd].O. The product is [F:34][C:23]1([F:22])[CH:28]([O:29][C:30]([F:31])([F:32])[F:33])[CH2:27][CH2:26][N:25]([C:2]2[CH:7]=[C:6]([CH2:8][N:9]3[C:17](=[O:18])[C:16]4[C:11](=[CH:12][CH:13]=[CH:14][CH:15]=4)[C:10]3=[O:19])[C:5]([F:20])=[CH:4][N:3]=2)[CH2:24]1. The yield is 0.440.